This data is from Full USPTO retrosynthesis dataset with 1.9M reactions from patents (1976-2016). The task is: Predict the reactants needed to synthesize the given product. Given the product [Cl:1][C:2]1[CH:10]=[C:6]2[C:5](=[CH:4][CH:3]=1)[N:11]=[CH:12][C:13]([N+:14]([O-:16])=[O:15])=[C:7]2[OH:8], predict the reactants needed to synthesize it. The reactants are: [Cl:1][C:2]1[CH:3]=[CH:4][C:5]([N:11]=[CH:12][CH2:13][N+:14]([O-:16])=[O:15])=[C:6]([CH:10]=1)[C:7](O)=[O:8].C([O-])(=O)C.[K+].